From a dataset of CYP2C19 inhibition data for predicting drug metabolism from PubChem BioAssay. Regression/Classification. Given a drug SMILES string, predict its absorption, distribution, metabolism, or excretion properties. Task type varies by dataset: regression for continuous measurements (e.g., permeability, clearance, half-life) or binary classification for categorical outcomes (e.g., BBB penetration, CYP inhibition). Dataset: cyp2c19_veith. (1) The molecule is C[C@@H](/C=C\c1cccc(Oc2ccc(F)cc2)c1)N(O)C(N)=O. The result is 1 (inhibitor). (2) The compound is O=S(=O)(c1ccccc1)N1CCC2(CCN(Cc3nccs3)CC2)CC1. The result is 0 (non-inhibitor). (3) The compound is CC(O)(CS(=O)(=O)c1cccc(C(F)(F)F)c1)C(=O)Nc1cccc(C(F)(F)F)c1. The result is 1 (inhibitor). (4) The drug is Cc1noc(C)c1C(=O)N1CCC2(CCN(Cc3nccs3)CC2)CC1. The result is 0 (non-inhibitor). (5) The compound is CCNc1ncc2nc(-c3cccs3)c(=O)n(-c3ccc(OC)cc3)c2n1. The result is 0 (non-inhibitor). (6) The drug is Cc1ccc(-c2ncccc2OC(=O)C23CC4CC(CC(C4)C2)C3)cc1.Cl. The result is 1 (inhibitor). (7) The compound is Clc1ccc([C@H](Cn2ccnc2)OCc2csc3c(Cl)cccc23)c(Cl)c1. The result is 1 (inhibitor). (8) The drug is Cc1cc(C)cc(N(CC(=O)NCCSc2ccccn2)S(=O)(=O)c2ccccc2)c1. The result is 1 (inhibitor).